From a dataset of Full USPTO retrosynthesis dataset with 1.9M reactions from patents (1976-2016). Predict the reactants needed to synthesize the given product. (1) Given the product [Cl:1][C:2]1[C:9]([CH2:10][OH:11])=[C:8]([F:12])[CH:7]=[CH:6][C:3]=1[C:4]#[N:5], predict the reactants needed to synthesize it. The reactants are: [Cl:1][C:2]1[C:9]([CH:10]=[O:11])=[C:8]([F:12])[CH:7]=[CH:6][C:3]=1[C:4]#[N:5].[BH4-].[Na+].O. (2) Given the product [O:11]1[C:16]2[CH:17]=[CH:18][C:19]([N:21]3[CH2:25][C@@H:24]([CH:26]=[O:27])[O:23][C:22]3=[O:28])=[CH:20][C:15]=2[O:14][CH2:13][CH2:12]1, predict the reactants needed to synthesize it. The reactants are: C(Cl)(=O)C(Cl)=O.CS(C)=O.[O:11]1[C:16]2[CH:17]=[CH:18][C:19]([N:21]3[CH2:25][C@@H:24]([CH2:26][OH:27])[O:23][C:22]3=[O:28])=[CH:20][C:15]=2[O:14][CH2:13][CH2:12]1. (3) Given the product [F:22][C:21]([F:24])([F:23])[C:19]([OH:25])=[O:20].[NH:8]1[CH2:13][CH2:12][O:11][CH:10]([C:14]([O:16][CH2:17][CH3:18])=[O:15])[CH2:9]1, predict the reactants needed to synthesize it. The reactants are: C1(C[N:8]2[CH2:13][CH2:12][O:11][CH:10]([C:14]([O:16][CH2:17][CH3:18])=[O:15])[CH2:9]2)C=CC=CC=1.[C:19]([OH:25])([C:21]([F:24])([F:23])[F:22])=[O:20]. (4) Given the product [Cl:25][C:26]1[C:35]2[C:30](=[CH:31][CH:32]=[C:33]([S:36]([NH:10][C:11]3([C:16]([N:18]4[CH2:23][CH2:22][N:21]([CH3:24])[CH2:20][CH2:19]4)=[O:17])[CH2:15][CH2:14][CH2:13][CH2:12]3)(=[O:38])=[O:37])[CH:34]=2)[C:29]([Cl:40])=[CH:28][N:27]=1, predict the reactants needed to synthesize it. The reactants are: C(N(CC)CC)C.Cl.Cl.[NH2:10][C:11]1([C:16]([N:18]2[CH2:23][CH2:22][N:21]([CH3:24])[CH2:20][CH2:19]2)=[O:17])[CH2:15][CH2:14][CH2:13][CH2:12]1.[Cl:25][C:26]1[C:35]2[C:30](=[CH:31][CH:32]=[C:33]([S:36](Cl)(=[O:38])=[O:37])[CH:34]=2)[C:29]([Cl:40])=[CH:28][N:27]=1. (5) Given the product [O:1]=[C:2]([C:27]1[C:36]2[C:31](=[CH:32][CH:33]=[C:34]([O:37][CH3:38])[CH:35]=2)[N:30]=[CH:29][CH:28]=1)[CH2:3][CH2:4][C@@H:5]1[CH2:10][CH2:9][N:8]([CH2:11][C:12]#[C:13][C:14]2[CH:19]=[C:18]([F:20])[CH:17]=[C:16]([F:21])[C:15]=2[F:22])[CH2:7][C@@H:6]1[C:23]([OH:25])=[O:24], predict the reactants needed to synthesize it. The reactants are: [O:1]=[C:2]([C:27]1[C:36]2[C:31](=[CH:32][CH:33]=[C:34]([O:37][CH3:38])[CH:35]=2)[N:30]=[CH:29][CH:28]=1)[CH2:3][CH2:4][C@@H:5]1[CH2:10][CH2:9][N:8]([CH2:11][C:12]#[C:13][C:14]2[CH:19]=[C:18]([F:20])[CH:17]=[C:16]([F:21])[C:15]=2[F:22])[CH2:7][C@@H:6]1[C:23]([O:25]C)=[O:24].Cl.O.C(=O)([O-])O.[Na+]. (6) Given the product [C:25]([O:24][C:22]([N:19]1[CH2:18][CH2:17][CH:16]([N:15]([CH3:14])[C:7]2[CH:6]=[C:5]([Cl:9])[N:4]=[C:3]([C:10]([O:12][CH3:13])=[O:11])[C:2]=2[Cl:1])[CH2:21][CH2:20]1)=[O:23])([CH3:28])([CH3:27])[CH3:26], predict the reactants needed to synthesize it. The reactants are: [Cl:1][C:2]1[C:3]([C:10]([O:12][CH3:13])=[O:11])=[N:4][C:5]([Cl:9])=[CH:6][C:7]=1Cl.[CH3:14][NH:15][CH:16]1[CH2:21][CH2:20][N:19]([C:22]([O:24][C:25]([CH3:28])([CH3:27])[CH3:26])=[O:23])[CH2:18][CH2:17]1.